Predict the product of the given reaction. From a dataset of Forward reaction prediction with 1.9M reactions from USPTO patents (1976-2016). Given the reactants [CH:1]1([C:8]2[CH:13]=[CH:12][CH:11]=[CH:10][C:9]=2[N:14]2[CH2:19][CH2:18][NH:17][CH2:16][CH2:15]2)[CH2:7][CH2:6][CH2:5][CH2:4][CH2:3][CH2:2]1.[CH:20](=O)[CH2:21][CH2:22][CH3:23].C(O[BH-](OC(=O)C)OC(=O)C)(=O)C.[Na+].C(O)(=O)C.C(=O)([O-])O.[Na+], predict the reaction product. The product is: [CH2:20]([N:17]1[CH2:16][CH2:15][N:14]([C:9]2[CH:10]=[CH:11][CH:12]=[CH:13][C:8]=2[CH:1]2[CH2:2][CH2:3][CH2:4][CH2:5][CH2:6][CH2:7]2)[CH2:19][CH2:18]1)[CH2:21][CH2:22][CH3:23].